Dataset: Peptide-MHC class I binding affinity with 185,985 pairs from IEDB/IMGT. Task: Regression. Given a peptide amino acid sequence and an MHC pseudo amino acid sequence, predict their binding affinity value. This is MHC class I binding data. The peptide sequence is TQGYFPDWQNY. The MHC is Patr-B0101 with pseudo-sequence Patr-B0101. The binding affinity (normalized) is 0.